This data is from Reaction yield outcomes from USPTO patents with 853,638 reactions. The task is: Predict the reaction yield, written as a fraction of the theoretical maximum amount of product (1.0 means a 100% yield; for example, 0.34 means a 34% yield). (1) The product is [CH2:9]([O:8][C:7](=[O:12])[NH:6]/[C:3](/[C:2](=[O:1])[CH2:13][CH2:14][CH2:15][CH2:16][CH2:17][CH2:18][CH3:19])=[CH:4]\[CH3:5])[CH:10]=[CH2:11]. The reactants are [O:1]=[C:2]([CH2:13][CH2:14][CH2:15][CH2:16][CH2:17][CH2:18][CH2:19]CC)/[C:3](/[NH:6][C:7](=[O:12])[O:8][CH2:9][CH:10]=[CH2:11])=[CH:4]/[CH3:5].CON(C)C(=O)/C(/NC(=O)OCC=C)=C/C. The yield is 0.760. No catalyst specified. (2) The yield is 0.540. The catalyst is OS(O)(=O)=O. The reactants are [CH:1]([N:4]1[C:8]([C:9]2[N:18]=[C:17]3[N:11]([CH2:12][CH2:13][O:14][C:15]4[CH:22]=[C:21]([CH:23]5[CH2:26][N:25]([C:27]([CH3:31])([CH3:30])[C:28]#[N:29])[CH2:24]5)[CH:20]=[CH:19][C:16]=43)[CH:10]=2)=[N:7][CH:6]=[N:5]1)([CH3:3])[CH3:2].C([O-])([O-])=[O:33].[Na+].[Na+].O. The product is [CH:1]([N:4]1[C:8]([C:9]2[N:18]=[C:17]3[C:16]4[CH:19]=[CH:20][C:21]([CH:23]5[CH2:24][N:25]([C:27]([CH3:31])([CH3:30])[C:28]([NH2:29])=[O:33])[CH2:26]5)=[CH:22][C:15]=4[O:14][CH2:13][CH2:12][N:11]3[CH:10]=2)=[N:7][CH:6]=[N:5]1)([CH3:3])[CH3:2]. (3) The reactants are [NH2:1][C:2]1[C:11]2[C:6](=[C:7](Br)[CH:8]=[CH:9][CH:10]=2)[N:5]=[N:4][C:3]=1[C:13]([NH:15][CH2:16][CH2:17][CH3:18])=[O:14].[F:19][C:20]1[CH:25]=[CH:24][CH:23]=[C:22]([O:26][CH3:27])[C:21]=1B(O)O.C(Cl)Cl.C(=O)([O-])[O-].[Na+].[Na+]. The catalyst is O.C1C=CC(P(C2C=CC=CC=2)[C-]2C=CC=C2)=CC=1.C1C=CC(P(C2C=CC=CC=2)[C-]2C=CC=C2)=CC=1.Cl[Pd]Cl.[Fe+2].C(O)(C)C.O1CCCC1. The product is [NH2:1][C:2]1[C:11]2[C:6](=[C:7]([C:21]3[C:22]([O:26][CH3:27])=[CH:23][CH:24]=[CH:25][C:20]=3[F:19])[CH:8]=[CH:9][CH:10]=2)[N:5]=[N:4][C:3]=1[C:13]([NH:15][CH2:16][CH2:17][CH3:18])=[O:14]. The yield is 0.780. (4) The reactants are [CH2:1]([S:4]([N:7]([C:14]1[CH:19]=[CH:18][CH:17]=[C:16]([O:20][C:21]2[CH:22]=[C:23]3[C:28](=[CH:29][CH:30]=2)[N:27]=[CH:26][CH:25]=[N:24]3)[CH:15]=1)S(CCC)(=O)=O)(=[O:6])=[O:5])[CH2:2][CH3:3].[OH-].[Na+]. The catalyst is CO. The product is [N:27]1[C:28]2[C:23](=[CH:22][C:21]([O:20][C:16]3[CH:15]=[C:14]([NH:7][S:4]([CH2:1][CH2:2][CH3:3])(=[O:5])=[O:6])[CH:19]=[CH:18][CH:17]=3)=[CH:30][CH:29]=2)[N:24]=[CH:25][CH:26]=1. The yield is 0.790. (5) The reactants are C[Mg]Br.CC[O:6][CH2:7][CH3:8].[Cl:9][C:10]1[CH:11]=[C:12]([CH:20]([CH2:30][CH:31]2[CH2:35]C[C:33](=O)[CH2:32]2)[C:21]([NH:23][C:24]2[CH:29]=[N:28][CH:27]=[CH:26][N:25]=2)=[O:22])[CH:13]=[CH:14][C:15]=1[S:16]([CH3:19])(=[O:18])=[O:17]. The catalyst is O1CCCC1. The product is [Cl:9][C:10]1[CH:11]=[C:12]([CH:20]([CH2:30][CH:31]2[CH2:32][CH2:33][C:7]([OH:6])([CH3:8])[CH2:35]2)[C:21]([NH:23][C:24]2[CH:29]=[N:28][CH:27]=[CH:26][N:25]=2)=[O:22])[CH:13]=[CH:14][C:15]=1[S:16]([CH3:19])(=[O:17])=[O:18]. The yield is 0.350. (6) The reactants are [Br:1][C:2]1[CH:7]=[CH:6][CH:5]=[CH:4][C:3]=1[OH:8].Br[CH:10]1[CH2:13][CH2:12][CH2:11]1. No catalyst specified. The product is [Br:1][C:2]1[CH:7]=[CH:6][CH:5]=[CH:4][C:3]=1[O:8][CH:10]1[CH2:13][CH2:12][CH2:11]1. The yield is 0.190.